From a dataset of Full USPTO retrosynthesis dataset with 1.9M reactions from patents (1976-2016). Predict the reactants needed to synthesize the given product. (1) Given the product [CH:15]1([N:3]2[C:4]3[CH2:5][CH2:6][CH2:7][CH2:8][C:9]=3[C:10]3[C:11]([OH:13])=[C:22]([C:23]([O:25][CH2:26][CH3:27])=[O:24])[C:21]([CH3:28])=[N:1][C:2]2=3)[CH2:17][CH2:16]1, predict the reactants needed to synthesize it. The reactants are: [NH2:1][C:2]1[N:3]([CH:15]2[CH2:17][CH2:16]2)[C:4]2[CH2:5][CH2:6][CH2:7][CH2:8][C:9]=2[C:10]=1[C:11]([O:13]C)=O.C(O[C:21]([CH3:28])=[CH:22][C:23]([O:25][CH2:26][CH3:27])=[O:24])C.CC1C=CC(S(O)(=O)=O)=CC=1.[O-]CC.[Na+].Cl. (2) Given the product [CH2:1]([C:4]1[C:12]([OH:13])=[CH:11][CH:10]=[C:9]2[C:5]=1[CH:6]=[CH:7][NH:8]2)[CH2:2][CH3:3], predict the reactants needed to synthesize it. The reactants are: [CH2:1]([C:4]1[C:12]([OH:13])=[CH:11][CH:10]=[C:9]2[C:5]=1[CH:6]=[CH:7][NH:8]2)[CH:2]=[CH2:3].C([O-])=O.[NH4+].